From a dataset of Reaction yield outcomes from USPTO patents with 853,638 reactions. Predict the reaction yield, written as a fraction of the theoretical maximum amount of product (1.0 means a 100% yield; for example, 0.34 means a 34% yield). (1) The catalyst is CC(=CC)C.C(O)(C)(C)C.O.O. The reactants are [Cl:1][C:2]1[CH:10]=[C:9]2[C:5]([C:6]([CH:11]=[O:12])=[CH:7][NH:8]2)=[CH:4][C:3]=1[C:13]1[CH:18]=[CH:17][C:16]([CH2:19][CH2:20][CH2:21][OH:22])=[CH:15][CH:14]=1.P([O-])(O)(O)=[O:24].[Na+].Cl([O-])=O.[Na+].S([O-])([O-])=O.[Na+].[Na+]. The yield is 0.140. The product is [Cl:1][C:2]1[CH:10]=[C:9]2[C:5]([C:6]([C:11]([OH:24])=[O:12])=[CH:7][NH:8]2)=[CH:4][C:3]=1[C:13]1[CH:18]=[CH:17][C:16]([CH2:19][CH2:20][CH2:21][OH:22])=[CH:15][CH:14]=1. (2) The reactants are C(=O)([O-])[O-].[K+].[K+].Cl.[N:8]1([C:14]2[C:18]3[CH:19]=[CH:20][CH:21]=[CH:22][C:17]=3[S:16][N:15]=2)[CH2:13][CH2:12][NH:11][CH2:10][CH2:9]1.[I-].[K+].Cl[CH2:26][CH2:27][O:28][C:29]1[CH:34]=[CH:33][C:32]([N+:35]([O-:37])=[O:36])=[CH:31][CH:30]=1. The catalyst is C(#N)C. The product is [N+:35]([C:32]1[CH:33]=[CH:34][C:29]([O:28][CH2:27][CH2:26][N:11]2[CH2:12][CH2:13][N:8]([C:14]3[C:18]4[CH:19]=[CH:20][CH:21]=[CH:22][C:17]=4[S:16][N:15]=3)[CH2:9][CH2:10]2)=[CH:30][CH:31]=1)([O-:37])=[O:36]. The yield is 0.890.